From a dataset of Reaction yield outcomes from USPTO patents with 853,638 reactions. Predict the reaction yield, written as a fraction of the theoretical maximum amount of product (1.0 means a 100% yield; for example, 0.34 means a 34% yield). (1) The reactants are [CH2:1]([O:3][C:4]([N:6]=[C:7]=[S:8])=[O:5])[CH3:2].[Cl:9][C:10]1[N:15]=[C:14](Cl)[C:13]([NH2:17])=[CH:12][N:11]=1. The product is [Cl:9][C:10]1[N:11]=[CH:12][C:13]2[N:17]=[C:7]([NH:6][C:4](=[O:5])[O:3][CH2:1][CH3:2])[S:8][C:14]=2[N:15]=1. The yield is 0.800. The catalyst is CO. (2) The reactants are [C:1](Cl)(=[O:3])[CH3:2].[CH3:5][C:6]1[CH:34]=[CH:33][C:9]([CH2:10][N:11]2[C:19]3[C:14](=[CH:15][C:16]([C:20]4[CH:25]=[CH:24][C:23]([O:26][C:27]([F:30])([F:29])[F:28])=[CH:22][CH:21]=4)=[CH:17][CH:18]=3)[CH:13]=[C:12]2[CH2:31][OH:32])=[CH:8][CH:7]=1.C(N(CC)C(C)C)(C)C. The catalyst is C(Cl)Cl. The product is [C:1]([O:32][CH2:31][C:12]1[N:11]([CH2:10][C:9]2[CH:8]=[CH:7][C:6]([CH3:5])=[CH:34][CH:33]=2)[C:19]2[C:14]([CH:13]=1)=[CH:15][C:16]([C:20]1[CH:25]=[CH:24][C:23]([O:26][C:27]([F:29])([F:30])[F:28])=[CH:22][CH:21]=1)=[CH:17][CH:18]=2)(=[O:3])[CH3:2]. The yield is 0.996.